Dataset: Reaction yield outcomes from USPTO patents with 853,638 reactions. Task: Predict the reaction yield, written as a fraction of the theoretical maximum amount of product (1.0 means a 100% yield; for example, 0.34 means a 34% yield). (1) The reactants are Cl.[Cl:2][C:3]1[CH:4]=[C:5]2[C:9](=[CH:10][CH:11]=1)[NH:8][CH:7]=[C:6]2[CH2:12][CH2:13][NH2:14].[C:15]([O:19][C:20]([NH:22][C:23]1[O:27][N:26]=[C:25]([C:28](O)=[O:29])[CH:24]=1)=[O:21])([CH3:18])([CH3:17])[CH3:16].CN(C(ON1N=NC2C=CC=NC1=2)=[N+](C)C)C.F[P-](F)(F)(F)(F)F.C(N(CC)C(C)C)(C)C. The catalyst is CN(C=O)C.ClCCl.C(OCC)(=O)C. The product is [Cl:2][C:3]1[CH:4]=[C:5]2[C:9](=[CH:10][CH:11]=1)[NH:8][CH:7]=[C:6]2[CH2:12][CH2:13][NH:14][C:28]([C:25]1[CH:24]=[C:23]([NH:22][C:20](=[O:21])[O:19][C:15]([CH3:17])([CH3:16])[CH3:18])[O:27][N:26]=1)=[O:29]. The yield is 0.940. (2) The catalyst is C(#N)C.S([O-])([O-])(=O)=O.[NH4+].[NH4+].O. The yield is 0.862. The reactants are [OH:1][C:2]1[C:3](=[O:8])[NH:4][CH:5]=[CH:6][CH:7]=1.C[Si](C)(C)N[Si](C)(C)C.[Cl:18][C:19]1[CH:26]=[CH:25][C:22]([CH2:23]Cl)=[CH:21][CH:20]=1.[I-].[K+]. The product is [Cl:18][C:19]1[CH:26]=[CH:25][C:22]([CH2:23][N:4]2[CH:5]=[CH:6][CH:7]=[C:2]([OH:1])[C:3]2=[O:8])=[CH:21][CH:20]=1. (3) The reactants are CO[C:3](=[O:30])[C:4]1[CH:9]=[CH:8][C:7]([N:10]2[CH:14]=[C:13]([C:15]3[C:16]([C:24]4[CH:29]=[CH:28][CH:27]=[CH:26][CH:25]=4)=[N:17][O:18][C:19]=3[C:20]([F:23])([F:22])[F:21])[N:12]=[CH:11]2)=[N:6][CH:5]=1.[NH:31]1[CH2:36][CH2:35][O:34][CH2:33][CH2:32]1. No catalyst specified. The product is [N:31]1([C:3]([C:4]2[CH:5]=[N:6][C:7]([N:10]3[CH:14]=[C:13]([C:15]4[C:16]([C:24]5[CH:29]=[CH:28][CH:27]=[CH:26][CH:25]=5)=[N:17][O:18][C:19]=4[C:20]([F:23])([F:21])[F:22])[N:12]=[CH:11]3)=[CH:8][CH:9]=2)=[O:30])[CH2:36][CH2:35][O:34][CH2:33][CH2:32]1. The yield is 0.280. (4) The reactants are [C:1](Cl)(Cl)=[S:2].[NH2:5][C:6]1[C:15]2[C:10](=[CH:11][CH:12]=[CH:13][CH:14]=2)[C:9]([C:16]#[N:17])=[CH:8][CH:7]=1. The catalyst is ClCCl.C([O-])(O)=O.[Na+]. The product is [N:5]([C:6]1[C:15]2[C:10](=[CH:11][CH:12]=[CH:13][CH:14]=2)[C:9]([C:16]#[N:17])=[CH:8][CH:7]=1)=[C:1]=[S:2]. The yield is 0.930.